Dataset: Reaction yield outcomes from USPTO patents with 853,638 reactions. Task: Predict the reaction yield, written as a fraction of the theoretical maximum amount of product (1.0 means a 100% yield; for example, 0.34 means a 34% yield). (1) The reactants are [S:1]1[CH:5]=[CH:4][CH:3]=[C:2]1[S:6]([N:9]1[CH2:14][CH2:13][CH2:12][C@H:11]([C:15]([OH:17])=O)[CH2:10]1)(=[O:8])=[O:7].[CH:18]1([NH2:23])[CH2:22][CH2:21][CH2:20][CH2:19]1. No catalyst specified. The product is [CH:18]1([NH:23][C:15]([C@H:11]2[CH2:12][CH2:13][CH2:14][N:9]([S:6]([C:2]3[S:1][CH:5]=[CH:4][CH:3]=3)(=[O:7])=[O:8])[CH2:10]2)=[O:17])[CH2:22][CH2:21][CH2:20][CH2:19]1. The yield is 0.730. (2) The reactants are [Cl:1][C:2]1[CH:7]=[CH:6][C:5]([CH2:8][C:9]([OH:11])=[O:10])=[CH:4][CH:3]=1.S(=O)(=O)(O)O.[CH2:17](O)[CH3:18]. No catalyst specified. The product is [CH2:17]([O:10][C:9](=[O:11])[CH2:8][C:5]1[CH:4]=[CH:3][C:2]([Cl:1])=[CH:7][CH:6]=1)[CH3:18]. The yield is 0.880. (3) The reactants are [NH4+:1].[OH-].[C:3]([O:7][C:8]([NH:10][C:11]1[S:12][CH:13]=[C:14](/[C:16](=[N:37]/[O:38][C:39]2([C:42]([O:44][CH:45]([C:52]3[CH:57]=[CH:56][CH:55]=[CH:54][CH:53]=3)[C:46]3[CH:51]=[CH:50][CH:49]=[CH:48][CH:47]=3)=[O:43])[CH2:41][CH2:40]2)/[C:17]([NH:19][C@@H:20]2[C:23](=[O:24])[NH:22][C@@H:21]2[CH2:25][N:26]2[N:30]=[C:29]([CH2:31]OS(C)(=O)=O)[CH:28]=[N:27]2)=[O:18])[N:15]=1)=[O:9])([CH3:6])([CH3:5])[CH3:4]. The catalyst is CCO.C1COCC1.C(Cl)Cl. The product is [NH2:1][CH2:31][C:29]1[CH:28]=[N:27][N:26]([CH2:25][C@@H:21]2[C@H:20]([NH:19][C:17](=[O:18])/[C:16](=[N:37]\[O:38][C:39]3([C:42]([O:44][CH:45]([C:52]4[CH:57]=[CH:56][CH:55]=[CH:54][CH:53]=4)[C:46]4[CH:51]=[CH:50][CH:49]=[CH:48][CH:47]=4)=[O:43])[CH2:41][CH2:40]3)/[C:14]3[N:15]=[C:11]([NH:10][C:8]([O:7][C:3]([CH3:5])([CH3:4])[CH3:6])=[O:9])[S:12][CH:13]=3)[C:23](=[O:24])[NH:22]2)[N:30]=1. The yield is 0.490. (4) The reactants are [C:1]1([CH2:7][C:8]([OH:10])=[O:9])[CH:6]=[CH:5][CH:4]=[CH:3][CH:2]=1.[NH:11]1[C:15]2=[N:16][CH:17]=[CH:18][CH:19]=[C:14]2[C:13]([CH:20]=O)=[CH:12]1.C(OC(=O)C)(=O)C.CCN(CC)CC. No catalyst specified. The product is [NH:11]1[C:15]2=[N:16][CH:17]=[CH:18][CH:19]=[C:14]2[C:13]([CH:20]=[C:7]([C:1]2[CH:6]=[CH:5][CH:4]=[CH:3][CH:2]=2)[C:8]([OH:10])=[O:9])=[CH:12]1. The yield is 0.440. (5) The reactants are [CH2:1]([O:3][C:4]([CH:6]1[CH2:11][NH:10][CH2:9][CH2:8][N:7]1[S:12]([C:15]1[CH:20]=[CH:19][C:18]([F:21])=[CH:17][CH:16]=1)(=[O:14])=[O:13])=[O:5])[CH3:2].[C:22](=O)([O-])[O-].[K+].[K+].IC. The catalyst is CN(C=O)C.CCOCC. The product is [CH2:1]([O:3][C:4]([CH:6]1[CH2:11][N:10]([CH3:22])[CH2:9][CH2:8][N:7]1[S:12]([C:15]1[CH:16]=[CH:17][C:18]([F:21])=[CH:19][CH:20]=1)(=[O:13])=[O:14])=[O:5])[CH3:2]. The yield is 0.910.